The task is: Predict the reactants needed to synthesize the given product.. This data is from Full USPTO retrosynthesis dataset with 1.9M reactions from patents (1976-2016). (1) Given the product [N:33]1[C:42]2[C:37](=[CH:38][CH:39]=[CH:40][CH:41]=2)[CH:36]=[CH:35][C:34]=1[N:12]1[CH:11]=[C:10]([C:13]2[C:22]3[C:17](=[CH:18][C:19]([O:28][CH3:29])=[C:20]4[O:25][C:24]([CH3:26])([CH3:27])[CH2:23][C:21]4=3)[CH2:16][C:15]([CH3:31])([CH3:30])[N:14]=2)[CH:9]=[CH:8][C:7]1=[O:4], predict the reactants needed to synthesize it. The reactants are: Br.C(O)(=[O:4])C.Cl[C:7]1[N:12]=[CH:11][C:10]([C:13]2[C:22]3[C:17](=[CH:18][C:19]([O:28][CH3:29])=[C:20]4[O:25][C:24]([CH3:27])([CH3:26])[CH2:23][C:21]4=3)[CH2:16][C:15]([CH3:31])([CH3:30])[N:14]=2)=[CH:9][CH:8]=1.O.[N+:33]1([O-])[C:42]2[C:37](=[CH:38][CH:39]=[CH:40][CH:41]=2)[CH:36]=[CH:35][CH:34]=1.N. (2) Given the product [CH3:20][N:19]([CH3:21])[CH2:18][CH2:17][N:10]1[C:11]2[C:6](=[CH:5][C:4]([N+:1]([O-:3])=[O:2])=[CH:13][CH:12]=2)[CH2:7][CH2:8][C:9]1=[O:14], predict the reactants needed to synthesize it. The reactants are: [N+:1]([C:4]1[CH:5]=[C:6]2[C:11](=[CH:12][CH:13]=1)[NH:10][C:9](=[O:14])[CH2:8][CH2:7]2)([O-:3])=[O:2].Cl.Cl[CH2:17][CH2:18][N:19]([CH3:21])[CH3:20].C(=O)([O-])[O-].[K+].[K+].O. (3) Given the product [S:1]1[C:5]2[CH:6]=[CH:7][CH:8]=[CH:9][C:4]=2[N:3]=[C:2]1[CH:26]([C:20]1[CH:25]=[CH:24][CH:23]=[CH:22][CH:21]=1)[NH:27][S:28]([C:31]1[CH:41]=[CH:40][C:34]2[O:35][CH2:36][CH2:37][CH2:38][O:39][C:33]=2[CH:32]=1)(=[O:29])=[O:30], predict the reactants needed to synthesize it. The reactants are: [S:1]1[C:5]2[CH:6]=[CH:7][CH:8]=[CH:9][C:4]=2[N:3]=[CH:2]1.C(OCC)C.C([Li])CCC.[C:20]1([CH:26]=[N:27][S:28]([C:31]2[CH:41]=[CH:40][C:34]3[O:35][CH2:36][CH2:37][CH2:38][O:39][C:33]=3[CH:32]=2)(=[O:30])=[O:29])[CH:25]=[CH:24][CH:23]=[CH:22][CH:21]=1. (4) Given the product [CH2:1]([S:3][CH:4]1[N:5]([CH:11]=[C:13]([C:12]#[N:16])[C:14]#[N:15])[CH:6]=[CH:7][N:8]1[CH3:17])[CH3:2], predict the reactants needed to synthesize it. The reactants are: [CH2:1]([S:3][C:4]1[N:5]([CH3:11])[C:6](C=O)=[CH:7][N:8]=1)[CH3:2].[C:12](#[N:16])[CH2:13][C:14]#[N:15].[CH2:17](O)C. (5) Given the product [CH2:1]([O:8][C@@H:9]([C@@H:18]([O:40][CH2:41][C:42]1[CH:47]=[CH:46][CH:45]=[CH:44][CH:43]=1)[C@H:19]([O:32][CH2:33][C:34]1[CH:39]=[CH:38][CH:37]=[CH:36][CH:35]=1)[CH2:20][N:21]([O:24][CH2:25][C:26]1[CH:27]=[CH:28][CH:29]=[CH:30][CH:31]=1)[CH:22]=[O:23])[CH2:10][CH2:11][P:12](=[O:17])([O:13][CH3:14])[O:15][CH3:16])[C:2]1[CH:7]=[CH:6][CH:5]=[CH:4][CH:3]=1, predict the reactants needed to synthesize it. The reactants are: [CH2:1]([O:8][C@@H:9]([C@@H:18]([O:40][CH2:41][C:42]1[CH:47]=[CH:46][CH:45]=[CH:44][CH:43]=1)[C@H:19]([O:32][CH2:33][C:34]1[CH:39]=[CH:38][CH:37]=[CH:36][CH:35]=1)[CH2:20][N:21]([O:24][CH2:25][C:26]1[CH:31]=[CH:30][CH:29]=[CH:28][CH:27]=1)[CH:22]=[O:23])/[CH:10]=[CH:11]/[P:12](=[O:17])([O:15][CH3:16])[O:13][CH3:14])[C:2]1[CH:7]=[CH:6][CH:5]=[CH:4][CH:3]=1. (6) Given the product [C:1]([C:5]1[CH:9]=[C:8]([C:10]([CH3:13])([CH3:12])[CH3:11])[N:7]([CH2:14][C:15]2[CH:36]=[CH:35][C:18]([CH2:19][NH:20][C:21]3[CH:26]=[CH:25][C:24]([CH2:27][CH2:28][C:29]([OH:31])=[O:30])=[C:23]([F:34])[CH:22]=3)=[CH:17][CH:16]=2)[N:6]=1)([CH3:2])([CH3:3])[CH3:4], predict the reactants needed to synthesize it. The reactants are: [C:1]([C:5]1[CH:9]=[C:8]([C:10]([CH3:13])([CH3:12])[CH3:11])[N:7]([CH2:14][C:15]2[CH:36]=[CH:35][C:18]([CH2:19][NH:20][C:21]3[CH:26]=[CH:25][C:24]([CH2:27][CH2:28][C:29]([O:31]CC)=[O:30])=[C:23]([F:34])[CH:22]=3)=[CH:17][CH:16]=2)[N:6]=1)([CH3:4])([CH3:3])[CH3:2].[OH-].[Na+].O.C(O)(=O)CC(CC(O)=O)(C(O)=O)O. (7) The reactants are: [CH2:1]1[O:8][C:6](=[O:7])[CH2:5][O:4][C:2]1=[O:3].[C:9]1(=[O:16])[O:15][CH2:14][CH2:13][CH2:12][CH2:11][CH2:10]1.CCCCC(C([O-])=O)CC.CCCCC(C([O-])=O)CC.[Sn+2].C(O)(=O)CO. Given the product [C:9]1(=[O:16])[O:15][CH2:14][CH2:13][CH2:12][CH2:11][CH2:10]1.[CH2:1]1[O:8][C:6](=[O:7])[CH2:5][O:4][C:2]1=[O:3], predict the reactants needed to synthesize it. (8) The reactants are: Cl.[F:2][C:3]1([F:9])[CH:8]=C[CH:6]=[N:5][CH2:4]1.Cl[C:11]1[CH:16]=[C:15]([CH:17]2[CH2:22][CH2:21][N:20]([C:23]([O:25][C:26]([CH3:29])([CH3:28])[CH3:27])=[O:24])[CH2:19][CH2:18]2)[CH:14]=[C:13]([Cl:30])[N:12]=1.C(N(CC)C(C)C)(C)C. Given the product [Cl:30][C:13]1[CH:14]=[C:15]([CH:17]2[CH2:22][CH2:21][N:20]([C:23]([O:25][C:26]([CH3:29])([CH3:28])[CH3:27])=[O:24])[CH2:19][CH2:18]2)[CH:16]=[C:11]([N:5]2[CH2:6][CH2:8][C:3]([F:2])([F:9])[CH2:4]2)[N:12]=1, predict the reactants needed to synthesize it.